Binary Classification. Given a drug SMILES string, predict its activity (active/inactive) in a high-throughput screening assay against a specified biological target. From a dataset of Serine/threonine kinase 33 screen with 319,792 compounds. The drug is O(c1cc(N2CCN(CC2)c2nn3c(nnc3CCC(=O)Nc3ccc(OC)cc3)cc2)ccc1)C. The result is 0 (inactive).